From a dataset of Reaction yield outcomes from USPTO patents with 853,638 reactions. Predict the reaction yield, written as a fraction of the theoretical maximum amount of product (1.0 means a 100% yield; for example, 0.34 means a 34% yield). (1) The yield is 0.870. No catalyst specified. The product is [CH2:1]([C:8]1[C:19](=[O:20])[N:18]([CH:21]2[CH2:25][CH2:24][CH2:23][CH2:22]2)[C:11]2[N:12]=[C:13]([S:16]([CH3:17])=[O:28])[N:14]=[CH:15][C:10]=2[CH:9]=1)[C:2]1[CH:3]=[CH:4][CH:5]=[CH:6][CH:7]=1. The reactants are [CH2:1]([C:8]1[C:19](=[O:20])[N:18]([CH:21]2[CH2:25][CH2:24][CH2:23][CH2:22]2)[C:11]2[N:12]=[C:13]([S:16][CH3:17])[N:14]=[CH:15][C:10]=2[CH:9]=1)[C:2]1[CH:7]=[CH:6][CH:5]=[CH:4][CH:3]=1.CC[O:28]C(C)=O.C(Cl)Cl. (2) The reactants are [NH:1]1[CH2:7][CH2:6][CH2:5][NH:4][CH2:3][CH2:2]1.[C:8](=[O:11])([O-])[O-:9].[Cs+].[Cs+].C1(P(C2C=CC=CC=2)[C:21]2C=CC3[C:23](=CC=CC=3)[C:22]=2[C:31]2C3C(=CC=CC=3)C=CC=2P(C2C=CC=CC=2)C2C=CC=CC=2)C=CC=CC=1.FC(F)(F)S(O[C:66]1[CH:75]=[CH:74][CH:73]=[C:72]2[C:67]=1[CH:68]=[CH:69][C:70]([CH3:76])=[N:71]2)(=O)=O. The catalyst is C1(C)C=CC=CC=1.C([O-])(=O)C.[Pd+2].C([O-])(=O)C. The product is [C:22]([O:9][C:8]([N:1]1[CH2:7][CH2:6][CH2:5][N:4]([C:66]2[CH:75]=[CH:74][CH:73]=[C:72]3[C:67]=2[CH:68]=[CH:69][C:70]([CH3:76])=[N:71]3)[CH2:3][CH2:2]1)=[O:11])([CH3:31])([CH3:23])[CH3:21]. The yield is 0.620. (3) The reactants are [CH:1]([C:4]1([CH2:12][O:13][CH3:14])[CH2:9][O:8][C:7]([CH3:11])([CH3:10])[O:6][CH2:5]1)([CH3:3])[CH3:2].[CH2:15](OCC)C.C[Mg]I. The catalyst is C1(C)C=CC=CC=1. The product is [C:7]([O:8][CH2:9][C:4]([CH2:12][O:13][CH3:14])([CH:1]([CH3:2])[CH3:3])[CH2:5][OH:6])([CH3:15])([CH3:11])[CH3:10]. The yield is 0.630. (4) The reactants are [CH3:1][O:2][C:3]1[CH:8]=[CH:7][CH:6]=[C:5]([O:9][CH3:10])[C:4]=1[OH:11].[C:12]1(=O)[O:17][C:15](=[O:16])[C:14]2=[CH:18][CH:19]=[CH:20][CH:21]=[C:13]12. No catalyst specified. The product is [OH:11][C:4]1[C:5]([O:9][CH3:10])=[CH:6][C:7]([C:12]2([C:7]3[CH:6]=[C:5]([O:9][CH3:10])[C:4]([OH:11])=[C:3]([O:2][CH3:1])[CH:8]=3)[C:13]3[C:14](=[CH:18][CH:19]=[CH:20][CH:21]=3)[C:15](=[O:16])[O:17]2)=[CH:8][C:3]=1[O:2][CH3:1]. The yield is 0.840. (5) The reactants are [F:1][C:2]1[CH:7]=[CH:6][C:5]([C@:8]2([CH2:24][CH:25]=[O:26])[O:13][C:12](=[O:14])[N:11]([C@H:15]([C:17]3[CH:22]=[CH:21][C:20]([F:23])=[CH:19][CH:18]=3)[CH3:16])[CH2:10][CH2:9]2)=[CH:4][CH:3]=1.[CH3:27][Mg+].[Br-]. The catalyst is C1COCC1. The product is [F:1][C:2]1[CH:7]=[CH:6][C:5]([C@:8]2([CH2:24][CH:25]([OH:26])[CH3:27])[O:13][C:12](=[O:14])[N:11]([C@H:15]([C:17]3[CH:18]=[CH:19][C:20]([F:23])=[CH:21][CH:22]=3)[CH3:16])[CH2:10][CH2:9]2)=[CH:4][CH:3]=1. The yield is 0.0400.